From a dataset of Full USPTO retrosynthesis dataset with 1.9M reactions from patents (1976-2016). Predict the reactants needed to synthesize the given product. (1) Given the product [CH2:16]([O:17][CH2:18][CH2:19][N:9]1[CH:8]=[C:7]2[C:11]([CH:12]=[CH:13][C:5]([CH2:3][OH:4])=[CH:6]2)=[N:10]1)[CH3:15], predict the reactants needed to synthesize it. The reactants are: CO[C:3]([C:5]1[CH:6]=[C:7]2[C:11](=[CH:12][CH:13]=1)[NH:10][N:9]=[CH:8]2)=[O:4].Cl[CH2:15][CH2:16][O:17][CH2:18][CH3:19]. (2) Given the product [C:1]([O:5][C:6]([N:8]1[CH2:13][CH2:12][CH:11]([O:14][CH2:17][C:18]([O:20][CH2:21][CH3:22])=[O:19])[CH2:10][CH2:9]1)=[O:7])([CH3:4])([CH3:2])[CH3:3], predict the reactants needed to synthesize it. The reactants are: [C:1]([O:5][C:6]([N:8]1[CH2:13][CH2:12][CH:11]([OH:14])[CH2:10][CH2:9]1)=[O:7])([CH3:4])([CH3:3])[CH3:2].[N+](=[CH:17][C:18]([O:20][CH2:21][CH3:22])=[O:19])=[N-]. (3) Given the product [Cl:21][C:18]1[CH:19]=[CH:20][C:15]([O:14][CH2:13][C:12]([OH:32])=[O:11])=[C:16]([CH:22]2[C:31]3[C:26](=[CH:27][CH:28]=[CH:29][CH:30]=3)[CH2:25][CH2:24][N:23]2[C:5]([CH:3]2[CH2:4][C:2]2([CH3:8])[CH3:1])=[O:6])[CH:17]=1, predict the reactants needed to synthesize it. The reactants are: [CH3:1][C:2]1([CH3:8])[CH2:4][CH:3]1[C:5](O)=[O:6].C([O:11][C:12](=[O:32])[CH2:13][O:14][C:15]1[CH:20]=[CH:19][C:18]([Cl:21])=[CH:17][C:16]=1[CH:22]1[C:31]2[C:26](=[CH:27][CH:28]=[CH:29][CH:30]=2)[CH2:25][CH2:24][NH:23]1)C.Cl.CN(C)CCCN=C=NCC.[OH-].[Na+]. (4) Given the product [Cl:1][C:2]1[N:7]=[N:6][C:5]([N:8]2[CH2:13][CH2:12][N:11]([C:32]([N:26]3[CH2:31][CH2:30][CH2:29][CH2:28][CH2:27]3)=[O:33])[C@@H:10]([CH3:14])[CH2:9]2)=[C:4]2[CH:15]=[N:16][CH:17]=[CH:18][C:3]=12, predict the reactants needed to synthesize it. The reactants are: [Cl:1][C:2]1[N:7]=[N:6][C:5]([N:8]2[CH2:13][CH2:12][NH:11][C@@H:10]([CH3:14])[CH2:9]2)=[C:4]2[CH:15]=[N:16][CH:17]=[CH:18][C:3]=12.C(N(CC)CC)C.[N:26]1([C:32](Cl)=[O:33])[CH2:31][CH2:30][CH2:29][CH2:28][CH2:27]1. (5) Given the product [NH2:41][CH2:40][CH2:39][C:38]([N:19]1[CH2:20][C@H:21]([NH:24][C:25](=[O:37])[C@@H:26]([N:28]([C:30]([O:32][C:33]([CH3:36])([CH3:34])[CH3:35])=[O:31])[CH3:29])[CH3:27])[C:22](=[O:23])[N:16]([CH2:15][C:11]2[C:10]([O:47][CH3:48])=[CH:9][CH:8]=[C:7]3[C:12]=2[CH:13]=[CH:14][C:5]([C:3]([OH:4])=[O:2])=[CH:6]3)[C:17]2[CH:46]=[CH:45][CH:44]=[CH:43][C:18]1=2)=[O:42], predict the reactants needed to synthesize it. The reactants are: C[O:2][C:3]([C:5]1[CH:14]=[CH:13][C:12]2[C:7](=[CH:8][CH:9]=[C:10]([O:47][CH3:48])[C:11]=2[CH2:15][N:16]2[C:22](=[O:23])[C@@H:21]([NH:24][C:25](=[O:37])[C@@H:26]([N:28]([C:30]([O:32][C:33]([CH3:36])([CH3:35])[CH3:34])=[O:31])[CH3:29])[CH3:27])[CH2:20][N:19]([C:38](=[O:42])[CH2:39][CH2:40][NH2:41])[C:18]3[CH:43]=[CH:44][CH:45]=[CH:46][C:17]2=3)[CH:6]=1)=[O:4].[Li+].[OH-].